From a dataset of Forward reaction prediction with 1.9M reactions from USPTO patents (1976-2016). Predict the product of the given reaction. Given the reactants [CH2:1]([NH:3][CH2:4][CH3:5])[CH3:2].C(O[BH-](OC(=O)C)OC(=O)C)(=O)C.[Na+].[Br:20][C:21]1[C:22]([CH:32]=O)=[C:23]([CH:29]=[CH:30][CH:31]=1)[C:24]([O:26][CH2:27][CH3:28])=[O:25], predict the reaction product. The product is: [Br:20][C:21]1[C:22]([CH2:32][N:3]([CH2:4][CH3:5])[CH2:1][CH3:2])=[C:23]([CH:29]=[CH:30][CH:31]=1)[C:24]([O:26][CH2:27][CH3:28])=[O:25].